This data is from Forward reaction prediction with 1.9M reactions from USPTO patents (1976-2016). The task is: Predict the product of the given reaction. (1) The product is: [CH3:36][O:1][NH:2][C:3]([C:5]1[O:6][C:7]([C:10]2[CH:15]=[CH:14][C:13]([C:16]3[CH:17]=[CH:18][C:19]([C:22](=[NH:25])[NH:23][O:34][CH3:35])=[CH:20][CH:21]=3)=[CH:12][CH:11]=2)=[CH:8][CH:9]=1)=[NH:4]. Given the reactants [OH:1][NH:2][C:3]([C:5]1[O:6][C:7]([C:10]2[CH:15]=[CH:14][C:13]([C:16]3[CH:21]=[CH:20][C:19]([C:22](=[NH:25])[NH:23]O)=[CH:18][CH:17]=3)=[CH:12][CH:11]=2)=[CH:8][CH:9]=1)=[NH:4].O[Li].O.S([O:34][CH3:35])(OC)(=O)=O.[CH3:36]N(C=O)C, predict the reaction product. (2) Given the reactants [C:1]([O:5][C:6]([N:8]1[CH2:13][CH2:12][C:11]([OH:22])([C:14]2[CH:19]=[C:18]([F:20])[CH:17]=[CH:16][C:15]=2[SH:21])[CH2:10][CH2:9]1)=[O:7])([CH3:4])([CH3:3])[CH3:2].I[C:24]1[CH:29]=[CH:28][C:27]([O:30][CH3:31])=[CH:26][C:25]=1[CH3:32].COC1C=CC(N)=C(C)C=1, predict the reaction product. The product is: [C:1]([O:5][C:6]([N:8]1[CH2:9][CH2:10][C:11]([C:14]2[CH:19]=[C:18]([F:20])[CH:17]=[CH:16][C:15]=2[S:21][C:24]2[CH:29]=[CH:28][C:27]([O:30][CH3:31])=[CH:26][C:25]=2[CH3:32])([OH:22])[CH2:12][CH2:13]1)=[O:7])([CH3:4])([CH3:2])[CH3:3]. (3) Given the reactants [F:1][C:2]1[CH:7]=[CH:6][C:5]([C:8]2[O:9][C:10]3[CH:20]=[C:19]([N:21]([CH3:26])[S:22]([CH3:25])(=[O:24])=[O:23])[C:18](B4OC(C)(C)C(C)(C)O4)=[CH:17][C:11]=3[C:12]=2[C:13]([NH:15][CH3:16])=[O:14])=[CH:4][CH:3]=1.[Br:36][C:37]1[CH:38]=[C:39](I)[C:40](=[O:44])[N:41]([CH3:43])[CH:42]=1.C([O-])([O-])=O.[K+].[K+], predict the reaction product. The product is: [Br:36][C:37]1[CH:38]=[C:39]([C:18]2[C:19]([N:21]([CH3:26])[S:22]([CH3:25])(=[O:24])=[O:23])=[CH:20][C:10]3[O:9][C:8]([C:5]4[CH:4]=[CH:3][C:2]([F:1])=[CH:7][CH:6]=4)=[C:12]([C:13]([NH:15][CH3:16])=[O:14])[C:11]=3[CH:17]=2)[C:40](=[O:44])[N:41]([CH3:43])[CH:42]=1. (4) Given the reactants C1(C(N2C3C(=CC(C4C=CC=CC=4)=CC=3)CCC2CN2CCN(C3C=CC=C4C=3C=CN4)CC2)=O)CCCCC1.Br[C:42]1[CH:43]=[C:44]2[C:49](=[CH:50][CH:51]=1)[N:48]([C:52]([CH:54]1[CH2:59][CH2:58][CH2:57][CH2:56][CH2:55]1)=[O:53])[CH:47]([CH2:60][N:61]1[CH2:66][CH2:65][N:64]([C:67]3[CH:72]=[CH:71][C:70]([F:73])=[CH:69][C:68]=3[O:74][CH3:75])[CH2:63][CH2:62]1)[CH2:46][CH2:45]2.[CH3:76][C:77]1[C:81](B(O)O)=[C:80]([CH3:85])[O:79][N:78]=1, predict the reaction product. The product is: [CH:54]1([C:52]([N:48]2[C:49]3[C:44](=[CH:43][C:42]([C:81]4[C:77]([CH3:76])=[N:78][O:79][C:80]=4[CH3:85])=[CH:51][CH:50]=3)[CH2:45][CH2:46][CH:47]2[CH2:60][N:61]2[CH2:62][CH2:63][N:64]([C:67]3[CH:72]=[CH:71][C:70]([F:73])=[CH:69][C:68]=3[O:74][CH3:75])[CH2:65][CH2:66]2)=[O:53])[CH2:59][CH2:58][CH2:57][CH2:56][CH2:55]1. (5) The product is: [CH3:1][O:2][C:3](=[O:35])[CH2:4][C:5]1[CH:6]=[CH:7][C:8]2[O:12][C:11]([NH:13][CH:14]3[CH2:19][CH2:18][N:17]([CH2:20][C:21]4[CH:26]=[C:25]([O:27][CH2:28][CH3:29])[C:24]([N:47]5[CH:51]=[N:50][CH:49]=[N:48]5)=[C:23]([O:31][CH2:32][CH3:33])[CH:22]=4)[CH2:16][CH2:15]3)=[N:10][C:9]=2[CH:34]=1. Given the reactants [CH3:1][O:2][C:3](=[O:35])[CH2:4][C:5]1[CH:6]=[CH:7][C:8]2[O:12][C:11]([NH:13][CH:14]3[CH2:19][CH2:18][N:17]([CH2:20][C:21]4[CH:26]=[C:25]([O:27][CH2:28][CH3:29])[C:24](F)=[C:23]([O:31][CH2:32][CH3:33])[CH:22]=4)[CH2:16][CH2:15]3)=[N:10][C:9]=2[CH:34]=1.C(OC1C=C(C=C(OCC)C=1[N:47]1[CH:51]=[N:50][CH:49]=[N:48]1)C=O)C.C([BH3-])#N.[Na+].C(N(C(C)C)C(C)C)C, predict the reaction product. (6) Given the reactants [C:1]([O:11][CH:12]([CH3:14])[CH3:13])(=[O:10])/[CH:2]=[CH:3]/[C:4]([O:6][CH:7]([CH3:9])[CH3:8])=[O:5].[C:15]([O:26][CH2:27][CH2:28][CH2:29][CH3:30])(=[O:25])/[CH:16]=[CH:17]/[C:18]([O:20][CH2:21][CH2:22][CH2:23][CH3:24])=[O:19], predict the reaction product. The product is: [C:4]([O:6][CH:7]([CH3:9])[CH3:8])(=[O:5])/[CH:3]=[CH:2]/[C:1]([O:11][CH:12]([CH3:14])[CH3:13])=[O:10].[C:18]([O:20][CH2:21][CH2:22][CH2:23][CH3:24])(=[O:19])/[CH:17]=[CH:16]/[C:15]([O:26][CH2:27][CH2:28][CH2:29][CH3:30])=[O:25]. (7) Given the reactants [N+:1]([C:4]1[CH:12]=[C:11]2[C:7]([CH2:8][C@@H:9]([C:13]([O:15][CH2:16][CH3:17])=[O:14])[NH:10]2)=[CH:6][CH:5]=1)([O-])=O, predict the reaction product. The product is: [NH2:1][C:4]1[CH:12]=[C:11]2[C:7]([CH2:8][C@@H:9]([C:13]([O:15][CH2:16][CH3:17])=[O:14])[NH:10]2)=[CH:6][CH:5]=1.